Predict which catalyst facilitates the given reaction. From a dataset of Catalyst prediction with 721,799 reactions and 888 catalyst types from USPTO. (1) Reactant: [CH3:1][N:2]([CH3:11])[C:3]([CH:5]1[CH2:10][CH2:9][NH:8][CH2:7][CH2:6]1)=[O:4].[CH3:12][N:13]([CH2:56][CH:57]=O)[C:14](=[O:55])[C:15]1[CH:54]=[CH:53][CH:52]=[C:17]([C:18]([NH:20][C:21]2[CH:26]=[CH:25][C:24]([N:27]3[CH2:32][CH2:31][CH2:30][CH2:29][CH2:28]3)=[CH:23][C:22]=2[C:33]2[CH:38]=[C:37]([C:39](=[O:51])[NH:40][C@@H:41]3[C:50]4[C:45](=[CH:46][CH:47]=[CH:48][CH:49]=4)[CH2:44][CH2:43][CH2:42]3)[CH:36]=[CH:35][N:34]=2)=[O:19])[CH:16]=1.C(O)(=O)C.[BH3-]C#N.[Na+]. Product: [CH3:1][N:2]([CH3:11])[C:3]([CH:5]1[CH2:6][CH2:7][N:8]([CH2:57][CH2:56][N:13]([CH3:12])[C:14](=[O:55])[C:15]2[CH:54]=[CH:53][CH:52]=[C:17]([C:18]([NH:20][C:21]3[CH:26]=[CH:25][C:24]([N:27]4[CH2:32][CH2:31][CH2:30][CH2:29][CH2:28]4)=[CH:23][C:22]=3[C:33]3[CH:38]=[C:37]([C:39](=[O:51])[NH:40][C@@H:41]4[C:50]5[C:45](=[CH:46][CH:47]=[CH:48][CH:49]=5)[CH2:44][CH2:43][CH2:42]4)[CH:36]=[CH:35][N:34]=3)=[O:19])[CH:16]=2)[CH2:9][CH2:10]1)=[O:4]. The catalyst class is: 8. (2) Reactant: [CH2:1]([O:8][C:9]1[CH:14]=[CH:13][C:12]([C@@H:15]([O:18][Si:19]([CH2:24][CH3:25])([CH2:22][CH3:23])[CH2:20][CH3:21])[CH2:16]I)=[CH:11][C:10]=1[NH:26][S:27]([CH3:30])(=[O:29])=[O:28])[C:2]1[CH:7]=[CH:6][CH:5]=[CH:4][CH:3]=1.[NH2:31][C@H:32]([CH3:47])[CH2:33][C:34]1[C:42]2[C:37](=[C:38]([C:43]([O:45][CH3:46])=[O:44])[CH:39]=[CH:40][CH:41]=2)[NH:36][CH:35]=1.C(N(C(C)C)CC)(C)C.C(=O)([O-])O.[Na+]. Product: [CH2:1]([O:8][C:9]1[CH:14]=[CH:13][C:12]([C@@H:15]([O:18][Si:19]([CH2:24][CH3:25])([CH2:22][CH3:23])[CH2:20][CH3:21])[CH2:16][NH:31][C@H:32]([CH3:47])[CH2:33][C:34]2[C:42]3[C:37](=[C:38]([C:43]([O:45][CH3:46])=[O:44])[CH:39]=[CH:40][CH:41]=3)[NH:36][CH:35]=2)=[CH:11][C:10]=1[NH:26][S:27]([CH3:30])(=[O:29])=[O:28])[C:2]1[CH:7]=[CH:6][CH:5]=[CH:4][CH:3]=1. The catalyst class is: 841. (3) Product: [Br:1][C:2]1[CH:11]=[C:6]2[C:5](=[CH:4][CH:3]=1)[NH:12][C:13](=[O:23])[C:14]([O:15][C:16]1[CH:21]=[CH:20][C:19]([Cl:22])=[CH:18][CH:17]=1)=[C:7]2[OH:8]. Reactant: [Br:1][C:2]1[CH:3]=[CH:4][C:5]([NH:12][C:13](=[O:23])[CH2:14][O:15][C:16]2[CH:21]=[CH:20][C:19]([Cl:22])=[CH:18][CH:17]=2)=[C:6]([CH:11]=1)[C:7](OC)=[O:8].C[Si]([N-][Si](C)(C)C)(C)C.[K+].C(=O)=O.CC(C)=O. The catalyst class is: 1. (4) Reactant: [CH3:1][C:2]1[C:6]2[CH:7]=[C:8]3[C:13]4([C:21]5[C:16](=[CH:17][CH:18]=[CH:19][CH:20]=5)[NH:15][C:14]4=[O:22])[CH2:12][O:11][C:9]3=[CH:10][C:5]=2[O:4][N:3]=1.[H-].[Na+].Br[CH2:26][C:27]1[CH:32]=[CH:31][C:30]([C:33]2[O:37][N:36]=[CH:35][CH:34]=2)=[CH:29][CH:28]=1.O. Product: [CH3:1][C:2]1[C:6]2[CH:7]=[C:8]3[C:13]4([C:21]5[C:16](=[CH:17][CH:18]=[CH:19][CH:20]=5)[N:15]([CH2:26][C:27]5[CH:28]=[CH:29][C:30]([C:33](=[O:37])[CH2:34][C:35]#[N:36])=[CH:31][CH:32]=5)[C:14]4=[O:22])[CH2:12][O:11][C:9]3=[CH:10][C:5]=2[O:4][N:3]=1. The catalyst class is: 9. (5) Reactant: [CH3:1][C@H:2]1[C@@H:7]([N:8]([C:10]2[N:18]=[CH:17][N:16]=[C:15]3[C:11]=2[CH:12]=[CH:13][NH:14]3)[CH3:9])[CH2:6][N:5]([C:19]([CH2:21][C:22]#[N:23])=[O:20])[CH2:4][CH2:3]1.Cl.O.[C:26]([OH:38])(=[O:37])[CH2:27][C:28]([CH2:33][C:34]([OH:36])=[O:35])([C:30]([OH:32])=[O:31])[OH:29].O.[OH-].[Li+]. Product: [CH3:1][C@H:2]1[C@@H:7]([N:8]([C:10]2[N:18]=[CH:17][N:16]=[C:15]3[C:11]=2[CH:12]=[CH:13][NH:14]3)[CH3:9])[CH2:6][N:5]([C:19]([CH2:21][C:22]#[N:23])=[O:20])[CH2:4][CH2:3]1.[CH2:33]([C:28]([OH:29])([C:30]([OH:32])=[O:31])[CH2:27][C:26]([OH:38])=[O:37])[C:34]([OH:36])=[O:35]. The catalyst class is: 6. (6) Reactant: [CH2:1]([O:3][C:4]([C:6]1([NH:15][C:16](=[O:25])[C:17]2[CH:22]=[CH:21][CH:20]=[C:19]([Cl:23])[C:18]=2[OH:24])[CH2:14][C:13]2[C:8](=[CH:9][CH:10]=[CH:11][CH:12]=2)[CH2:7]1)=[O:5])[CH3:2].C([O-])([O-])=O.[Cs+].[Cs+].Br[CH2:33][CH:34]=[CH2:35]. Product: [CH2:1]([O:3][C:4]([C:6]1([NH:15][C:16](=[O:25])[C:17]2[CH:22]=[CH:21][CH:20]=[C:19]([Cl:23])[C:18]=2[O:24][CH:34]([CH3:35])[CH3:33])[CH2:7][C:8]2[C:13](=[CH:12][CH:11]=[CH:10][CH:9]=2)[CH2:14]1)=[O:5])[CH3:2]. The catalyst class is: 3.